Dataset: Forward reaction prediction with 1.9M reactions from USPTO patents (1976-2016). Task: Predict the product of the given reaction. (1) Given the reactants [C:1]([O:7][CH3:8])(=[O:6])[CH2:2][C:3]([CH3:5])=O.[F:9][C:10]1[CH:16]=[CH:15][CH:14]=[C:13]([F:17])[C:11]=1[NH2:12], predict the reaction product. The product is: [F:9][C:10]1[CH:16]=[CH:15][CH:14]=[C:13]([F:17])[C:11]=1[NH:12]/[C:3](/[CH3:5])=[CH:2]\[C:1]([O:7][CH3:8])=[O:6]. (2) Given the reactants [Cl:1][CH2:2][CH2:3][CH2:4]I.[S:6]1[CH:10]=[CH:9][C:8]([C:11]2[CH:19]=[C:18]3[C:14]([CH:15]=[N:16][NH:17]3)=[CH:13][CH:12]=2)=[CH:7]1.[H-].[Na+], predict the reaction product. The product is: [Cl:1][CH2:2][CH2:3][CH2:4][N:17]1[C:18]2[C:14](=[CH:13][CH:12]=[C:11]([C:8]3[CH:9]=[CH:10][S:6][CH:7]=3)[CH:19]=2)[CH:15]=[N:16]1.[Cl:1][CH2:2][CH2:3][CH2:4][N:16]1[CH:15]=[C:14]2[C:18]([CH:19]=[C:11]([C:8]3[CH:9]=[CH:10][S:6][CH:7]=3)[CH:12]=[CH:13]2)=[N:17]1. (3) Given the reactants [C:1]1(=[O:7])[CH:5]=[CH:4][C:3](=[O:6])[CH2:2]1.S1([CH2:14][CH:13]=[CH:12][CH2:11]1)(=O)=O, predict the reaction product. The product is: [C:1]1(=[O:7])[CH:5]2[CH:4]([CH2:11][CH:12]=[CH:13][CH2:14]2)[C:3](=[O:6])[CH2:2]1. (4) Given the reactants C[Si](C)(C)Cl.[CH:6](=[O:13])[C:7]1[CH:12]=[CH:11][CH:10]=[CH:9][CH:8]=1.Br[CH2:15][C:16]([O:18][CH3:19])=[O:17].Cl, predict the reaction product. The product is: [OH:13][CH:6]([C:7]1[CH:12]=[CH:11][CH:10]=[CH:9][CH:8]=1)[CH2:15][C:16]([O:18][CH3:19])=[O:17].